This data is from NCI-60 drug combinations with 297,098 pairs across 59 cell lines. The task is: Regression. Given two drug SMILES strings and cell line genomic features, predict the synergy score measuring deviation from expected non-interaction effect. Drug 1: C1=CN(C=N1)CC(O)(P(=O)(O)O)P(=O)(O)O. Drug 2: CCN(CC)CCCC(C)NC1=C2C=C(C=CC2=NC3=C1C=CC(=C3)Cl)OC. Cell line: SK-MEL-28. Synergy scores: CSS=1.52, Synergy_ZIP=-2.07, Synergy_Bliss=-3.48, Synergy_Loewe=-7.75, Synergy_HSA=-6.85.